This data is from Catalyst prediction with 721,799 reactions and 888 catalyst types from USPTO. The task is: Predict which catalyst facilitates the given reaction. (1) Product: [CH3:4][C:5]1[O:9][C:8]([C:10]2[CH:11]=[CH:12][CH:13]=[CH:14][CH:15]=2)=[N:7][C:6]=1[CH2:16][O:17][C:18]1[CH:19]=[CH:20][C:21]([CH2:22][O:23]/[N:24]=[C:25](\[C:37]2[CH:42]=[CH:41][CH:40]=[CH:39][CH:38]=2)/[CH2:26][CH2:27][CH2:28][CH2:29][CH2:30][CH2:31][C:32]([OH:34])=[O:33])=[CH:43][CH:44]=1. Reactant: O.[OH-].[Li+].[CH3:4][C:5]1[O:9][C:8]([C:10]2[CH:15]=[CH:14][CH:13]=[CH:12][CH:11]=2)=[N:7][C:6]=1[CH2:16][O:17][C:18]1[CH:44]=[CH:43][C:21]([CH2:22][O:23]/[N:24]=[C:25](\[C:37]2[CH:42]=[CH:41][CH:40]=[CH:39][CH:38]=2)/[CH2:26][CH2:27][CH2:28][CH2:29][CH2:30][CH2:31][C:32]([O:34]CC)=[O:33])=[CH:20][CH:19]=1.O.Cl. The catalyst class is: 83. (2) Reactant: [OH-].[Na+].[C:3]([C:5]1[C:10]2[N:11]=[C:12]([NH:14][CH2:15][CH2:16][CH2:17][C:18]([O:20]CC)=[O:19])[O:13][C:9]=2[C:8]([N:23]2[CH2:27][CH2:26][C@H:25]([N:28]([CH3:30])[CH3:29])[CH2:24]2)=[C:7]([C:31]2[CH:36]=[CH:35][CH:34]=[CH:33][CH:32]=2)[C:6]=1[CH3:37])#[N:4].Cl. Product: [C:3]([C:5]1[C:10]2[N:11]=[C:12]([NH:14][CH2:15][CH2:16][CH2:17][C:18]([OH:20])=[O:19])[O:13][C:9]=2[C:8]([N:23]2[CH2:27][CH2:26][C@H:25]([N:28]([CH3:29])[CH3:30])[CH2:24]2)=[C:7]([C:31]2[CH:32]=[CH:33][CH:34]=[CH:35][CH:36]=2)[C:6]=1[CH3:37])#[N:4]. The catalyst class is: 8. (3) Reactant: Br[C:2]1[C:10]2[C:6](=[N:7][O:8][N:9]=2)[CH:5]=[C:4]([Br:11])[CH:3]=1.[CH2:12]([NH2:19])[C:13]1[CH:18]=[CH:17][CH:16]=[CH:15][CH:14]=1. Product: [CH2:12]([NH:19][C:2]1[C:10]2[C:6](=[N:7][O:8][N:9]=2)[CH:5]=[C:4]([Br:11])[CH:3]=1)[C:13]1[CH:18]=[CH:17][CH:16]=[CH:15][CH:14]=1. The catalyst class is: 58. (4) Reactant: C(C1C(=O)C(Cl)=C(Cl)C(=O)C=1C#N)#N.[CH2:15]([S:22]([NH:25][C:26]([CH:28]1[CH2:33][CH2:32][N:31]([C:34]2[C:44]([C:45]#[N:46])=[CH:43][C:37]([C:38]([O:40][CH2:41][CH3:42])=[O:39])=[C:36]([CH2:47][O:48]CC3C=CC(OC)=C(OC)C=3)[N:35]=2)[CH2:30][CH2:29]1)=[O:27])(=[O:24])=[O:23])[C:16]1[CH:21]=[CH:20][CH:19]=[CH:18][CH:17]=1. Product: [CH2:15]([S:22]([NH:25][C:26]([CH:28]1[CH2:29][CH2:30][N:31]([C:34]2[C:44]([C:45]#[N:46])=[CH:43][C:37]([C:38]([O:40][CH2:41][CH3:42])=[O:39])=[C:36]([CH2:47][OH:48])[N:35]=2)[CH2:32][CH2:33]1)=[O:27])(=[O:24])=[O:23])[C:16]1[CH:17]=[CH:18][CH:19]=[CH:20][CH:21]=1. The catalyst class is: 34. (5) Reactant: [I:1][C:2]1[CH:7]=[CH:6][C:5]([NH:8][NH2:9])=[CH:4][CH:3]=1.[Cl:10][C:11]1[CH:18]=[CH:17][CH:16]=[C:15]([F:19])[C:12]=1[CH:13]=O. Product: [Cl:10][C:11]1[CH:18]=[CH:17][CH:16]=[C:15]([F:19])[C:12]=1/[CH:13]=[N:9]/[NH:8][C:5]1[CH:6]=[CH:7][C:2]([I:1])=[CH:3][CH:4]=1. The catalyst class is: 8. (6) Product: [CH3:28][O:27][C:21]1[N:20]=[CH:19][CH:18]=[C:17]2[C:22]=1[C:23](=[O:25])[NH:29][C:15]([CH2:14][CH2:13][CH2:12][N:3]1[C:2](=[O:1])[C:10]3[C:5](=[CH:6][CH:7]=[CH:8][CH:9]=3)[C:4]1=[O:11])=[CH:16]2. Reactant: [O:1]=[C:2]1[C:10]2[C:5](=[CH:6][CH:7]=[CH:8][CH:9]=2)[C:4](=[O:11])[N:3]1[CH2:12][CH2:13][CH2:14][C:15]#[C:16][C:17]1[C:22]([C:23]([O:25]C)=O)=[C:21]([O:27][CH3:28])[N:20]=[CH:19][CH:18]=1.[NH3:29]. The catalyst class is: 5.